Predict the reaction yield, written as a fraction of the theoretical maximum amount of product (1.0 means a 100% yield; for example, 0.34 means a 34% yield). From a dataset of Reaction yield outcomes from USPTO patents with 853,638 reactions. The reactants are [C:1]([OH:4])(=O)C.ClC1[N:11]=[C:10]([N:12]2[CH2:17][CH2:16][C:15]([C:18]3[CH:23]=[CH:22][C:21]([F:24])=[CH:20][CH:19]=3)=[CH:14][CH2:13]2)[N:9]=[CH:8][N:7]=1.C([O-])(=O)C.[Na+]. The catalyst is O. The product is [F:24][C:21]1[CH:20]=[CH:19][C:18]([C:15]2[CH2:16][CH2:17][N:12]([C:10]3[N:9]=[CH:8][NH:7][C:1](=[O:4])[N:11]=3)[CH2:13][CH:14]=2)=[CH:23][CH:22]=1. The yield is 0.890.